Dataset: Reaction yield outcomes from USPTO patents with 853,638 reactions. Task: Predict the reaction yield, written as a fraction of the theoretical maximum amount of product (1.0 means a 100% yield; for example, 0.34 means a 34% yield). (1) The reactants are [Br:1][C:2]1[CH:9]=[CH:8][C:5]([CH:6]=[O:7])=[C:4]([F:10])[CH:3]=1.[CH2:11]([Mg]Cl)[CH2:12][CH3:13]. The catalyst is O1CCCC1. The product is [Br:1][C:2]1[CH:9]=[CH:8][C:5]([CH:6]([OH:7])[CH2:11][CH2:12][CH3:13])=[C:4]([F:10])[CH:3]=1. The yield is 0.600. (2) The reactants are [CH3:1][O:2][C:3]([C:5]1[S:6][CH:7]=[CH:8][C:9]=1[N:10]([C@H:20]1[CH2:25][CH2:24][C@H:23]([OH:26])[CH2:22][CH2:21]1)[C:11]([C@H:13]1[CH2:18][CH2:17][C@H:16]([CH3:19])[CH2:15][CH2:14]1)=[O:12])=[O:4].[O:27]1[CH:32]=[CH:31][CH2:30][CH2:29][CH2:28]1.C([O-])(O)=O.[Na+]. The catalyst is C(Cl)Cl. The product is [CH3:1][O:2][C:3]([C:5]1[S:6][CH:7]=[CH:8][C:9]=1[N:10]([C:11]([C@H:13]1[CH2:18][CH2:17][C@H:16]([CH3:19])[CH2:15][CH2:14]1)=[O:12])[C@H:20]1[CH2:21][CH2:22][C@H:23]([O:26][CH:28]2[CH2:29][CH2:30][CH2:31][CH2:32][O:27]2)[CH2:24][CH2:25]1)=[O:4]. The yield is 0.480. (3) The reactants are Br[CH2:2][C:3]([C:5]1[CH:10]=[CH:9][CH:8]=[CH:7][CH:6]=1)=[O:4].[C:11]1(=[O:21])[NH:15][C:14](=[O:16])[C:13]2=[CH:17][CH:18]=[CH:19][CH:20]=[C:12]12.[K].O. The catalyst is CN(C=O)C. The product is [C:11]1(=[O:21])[N:15]([CH2:2][C:3]([C:5]2[CH:10]=[CH:9][CH:8]=[CH:7][CH:6]=2)=[O:4])[C:14](=[O:16])[C:13]2=[CH:17][CH:18]=[CH:19][CH:20]=[C:12]12. The yield is 0.860. (4) The yield is 0.450. The product is [CH2:1]([O:8][CH2:9][C@@H:10]([F:37])[CH2:11][N:12]1[CH:16]=[C:15]([C:17]([O:19][C:20]([CH3:23])([CH3:22])[CH3:21])=[O:18])[N:14]=[N:13]1)[C:2]1[CH:7]=[CH:6][CH:5]=[CH:4][CH:3]=1. The reactants are [CH2:1]([O:8][CH2:9][C@H:10](O)[CH2:11][N:12]1[CH:16]=[C:15]([C:17]([O:19][C:20]([CH3:23])([CH3:22])[CH3:21])=[O:18])[N:14]=[N:13]1)[C:2]1[CH:7]=[CH:6][CH:5]=[CH:4][CH:3]=1.N1C=CC=CC=1.CCN(S(F)(F)[F:37])CC. The catalyst is C(Cl)Cl. (5) The reactants are [CH2:1]([O:3][C:4]1[CH:5]=[C:6]([C:13]2[O:17][N:16]=[C:15]([C:18]3[CH:26]=[CH:25][CH:24]=[C:23]4[C:19]=3[CH2:20][CH2:21][N:22]4[C:27]([NH:29][CH2:30][CH2:31][C:32]([O:34]CC)=[O:33])=[O:28])[N:14]=2)[CH:7]=[CH:8][C:9]=1[O:10][CH2:11][CH3:12])[CH3:2].C(C1C=CC(NC(=O)NCCC(OCC)=O)=CC=1)CCCCCCC. No catalyst specified. The product is [CH2:1]([O:3][C:4]1[CH:5]=[C:6]([C:13]2[O:17][N:16]=[C:15]([C:18]3[CH:26]=[CH:25][CH:24]=[C:23]4[C:19]=3[CH2:20][CH2:21][N:22]4[C:27]([NH:29][CH2:30][CH2:31][C:32]([OH:34])=[O:33])=[O:28])[N:14]=2)[CH:7]=[CH:8][C:9]=1[O:10][CH2:11][CH3:12])[CH3:2]. The yield is 0.0100. (6) The reactants are Br[CH2:2][C:3]1[C:4]([Cl:20])=[C:5]([O:10][C:11]2[CH:12]=[C:13]([CH:16]=[C:17]([Cl:19])[CH:18]=2)[C:14]#[N:15])[C:6]([F:9])=[CH:7][CH:8]=1.[NH3:21].CO. The catalyst is C(Cl)Cl. The product is [NH2:21][CH2:2][C:3]1[C:4]([Cl:20])=[C:5]([O:10][C:11]2[CH:12]=[C:13]([CH:16]=[C:17]([Cl:19])[CH:18]=2)[C:14]#[N:15])[C:6]([F:9])=[CH:7][CH:8]=1. The yield is 1.00.